This data is from Catalyst prediction with 721,799 reactions and 888 catalyst types from USPTO. The task is: Predict which catalyst facilitates the given reaction. (1) Reactant: [Cl:1][C:2]1[C:7]([O:8][CH3:9])=[CH:6][C:5]([O:10][CH3:11])=[C:4]([Cl:12])[C:3]=1[C:13]1[C:24](=[O:25])[NH:23][C:16]2[N:17]=[C:18]([S:21][CH3:22])[N:19]=[CH:20][C:15]=2[CH:14]=1.I[CH2:27][CH2:28][O:29][CH:30]1[CH2:33][N:32]([C:34]([O:36][C:37]([CH3:40])([CH3:39])[CH3:38])=[O:35])[CH2:31]1.C([O-])([O-])=O.[K+].[K+]. Product: [Cl:1][C:2]1[C:7]([O:8][CH3:9])=[CH:6][C:5]([O:10][CH3:11])=[C:4]([Cl:12])[C:3]=1[C:13]1[C:24](=[O:25])[N:23]([CH2:27][CH2:28][O:29][CH:30]2[CH2:33][N:32]([C:34]([O:36][C:37]([CH3:38])([CH3:40])[CH3:39])=[O:35])[CH2:31]2)[C:16]2[N:17]=[C:18]([S:21][CH3:22])[N:19]=[CH:20][C:15]=2[CH:14]=1. The catalyst class is: 21. (2) Reactant: [NH2:1][C:2]1[N:7]=[C:6]([C:8]2[O:9][CH:10]=[CH:11][CH:12]=2)[C:5]([C:13]#[N:14])=[C:4](OS(C(F)(F)F)(=O)=O)[CH:3]=1.[NH2:23][CH2:24][C:25]1[CH:34]=[CH:33][C:32]2[C:27](=[CH:28][CH:29]=[CH:30][CH:31]=2)[N:26]=1. Product: [NH2:1][C:2]1[CH:3]=[C:4]([NH:23][CH2:24][C:25]2[CH:34]=[CH:33][C:32]3[C:27](=[CH:28][CH:29]=[CH:30][CH:31]=3)[N:26]=2)[C:5]([C:13]#[N:14])=[C:6]([C:8]2[O:9][CH:10]=[CH:11][CH:12]=2)[N:7]=1. The catalyst class is: 57.